Dataset: Peptide-MHC class II binding affinity with 134,281 pairs from IEDB. Task: Regression. Given a peptide amino acid sequence and an MHC pseudo amino acid sequence, predict their binding affinity value. This is MHC class II binding data. The peptide sequence is PVNEALAAAGLVGVL. The MHC is DRB1_0701 with pseudo-sequence DRB1_0701. The binding affinity (normalized) is 0.642.